This data is from Forward reaction prediction with 1.9M reactions from USPTO patents (1976-2016). The task is: Predict the product of the given reaction. (1) Given the reactants CN(C)[CH:3]=[C:4]([N:10]1[CH:14]=[C:13]([C:15]#[N:16])[N:12]=[N:11]1)[C:5](OCC)=[O:6].[NH:18]([C:20]1[N:25]=[CH:24][N:23]=[C:22]([N:26]2[CH2:32][CH2:31][CH2:30][O:29][CH2:28][CH2:27]2)[CH:21]=1)[NH2:19].FC(F)(F)C(O)=O, predict the reaction product. The product is: [O:29]1[CH2:30][CH2:31][CH2:32][N:26]([C:22]2[N:23]=[CH:24][N:25]=[C:20]([N:18]3[C:5](=[O:6])[C:4]([N:10]4[CH:14]=[C:13]([C:15]#[N:16])[N:12]=[N:11]4)=[CH:3][NH:19]3)[CH:21]=2)[CH2:27][CH2:28]1. (2) Given the reactants [CH2:1]([C@:3]12[C:16]3[C:11](=[CH:12][C:13]([OH:17])=[CH:14][CH:15]=3)[CH2:10][CH2:9][C@@H:8]1[CH2:7][C@:6]([C:19]1[CH:24]=[CH:23][CH:22]=[CH:21][CH:20]=1)([OH:18])[C@@H:5]([OH:25])[CH2:4]2)[CH3:2].Cl.[N:27]1[CH:32]=[CH:31][C:30]([CH2:33]Cl)=[CH:29][CH:28]=1, predict the reaction product. The product is: [CH2:1]([C@:3]12[C:16]3[C:11](=[CH:12][C:13]([O:17][CH2:33][C:30]4[CH:31]=[CH:32][N:27]=[CH:28][CH:29]=4)=[CH:14][CH:15]=3)[CH2:10][CH2:9][C@@H:8]1[CH2:7][C@:6]([C:19]1[CH:24]=[CH:23][CH:22]=[CH:21][CH:20]=1)([OH:18])[C@@H:5]([OH:25])[CH2:4]2)[CH3:2]. (3) Given the reactants [CH3:1][C:2]1[CH:7]=[CH:6][CH:5]=[C:4]([CH3:8])[C:3]=1[N:9]=[C:10]([C:12]1[N:17]=[C:16]([C:18](=O)[CH3:19])[CH:15]=[CH:14][CH:13]=1)[CH3:11].[CH2:21]([C:25]1[CH:30]=[CH:29][CH:28]=[CH:27][C:26]=1[NH2:31])[CH2:22][CH2:23][CH3:24], predict the reaction product. The product is: [CH2:21]([C:25]1[CH:30]=[CH:29][CH:28]=[CH:27][C:26]=1[N:31]=[C:18]([C:16]1[N:17]=[C:12]([C:10](=[N:9][C:3]2[C:2]([CH3:1])=[CH:7][CH:6]=[CH:5][C:4]=2[CH3:8])[CH3:11])[CH:13]=[CH:14][CH:15]=1)[CH3:19])[CH2:22][CH2:23][CH3:24]. (4) Given the reactants [CH3:1][O:2][C:3]1[C:8]2[N:9]=[C:10]([NH:12][C:13]([C:15]3[S:16][C:17]([CH3:20])=[CH:18][CH:19]=3)=[O:14])[S:11][C:7]=2[C:6](I)=[CH:5][CH:4]=1.[CH3:22][C:23]1[CH:28]=[C:27]([Sn](C)(C)C)[CH:26]=[CH:25][N:24]=1, predict the reaction product. The product is: [CH3:1][O:2][C:3]1[C:8]2[N:9]=[C:10]([NH:12][C:13]([C:15]3[S:16][C:17]([CH3:20])=[CH:18][CH:19]=3)=[O:14])[S:11][C:7]=2[C:6]([C:27]2[CH:26]=[CH:25][N:24]=[C:23]([CH3:22])[CH:28]=2)=[CH:5][CH:4]=1. (5) Given the reactants C([O:4][C@@H:5]1[C@@H:13]([CH2:14][O:15]C(=O)C)[O:12][CH:11]2[CH:7]([N:8]=[C:9]([NH:19][CH2:20][CH2:21][F:22])[S:10]2)[C@H:6]1[O:23]C(=O)C)(=O)C.C([O-])([O-])=O.[K+].[K+], predict the reaction product. The product is: [F:22][CH2:21][CH2:20][NH:19][C:9]1[S:10][CH:11]2[O:12][C@H:13]([CH2:14][OH:15])[C@@H:5]([OH:4])[C@H:6]([OH:23])[CH:7]2[N:8]=1. (6) Given the reactants C[N:2]([C:4]1[C:13]2[C:8](=[CH:9][CH:10]=[CH:11][CH:12]=2)C=CC=1)[CH3:3].[CH:14]([O:17]C1C=CC(CC(O)=O)=CC=1)([CH3:16])[CH3:15].C1(P(N=[N+]=[N-])(C2C=CC=CC=2)=[O:35])C=CC=CC=1, predict the reaction product. The product is: [N:2]([CH2:4][C:13]1[CH:12]=[CH:11][C:10]([O:17][CH:14]([CH3:16])[CH3:15])=[CH:9][CH:8]=1)=[C:3]=[O:35]. (7) Given the reactants [N:1]1([C@H:14]([CH2:17][CH3:18])[CH2:15][OH:16])[C:13]2[C:12]3[CH:11]=[CH:10][CH:9]=[CH:8][C:7]=3[N:6]=[CH:5][C:4]=2[N:3]=[CH:2]1.[OH-].[Na+].[CH2:21](Br)[C:22]#[CH:23], predict the reaction product. The product is: [CH2:23]([O:16][CH2:15][C@H:14]([N:1]1[C:13]2[C:12]3[CH:11]=[CH:10][CH:9]=[CH:8][C:7]=3[N:6]=[CH:5][C:4]=2[N:3]=[CH:2]1)[CH2:17][CH3:18])[C:22]#[CH:21]. (8) Given the reactants [CH2:1]([C:3]1[CH:23]=[CH:22][C:6]([O:7][C:8]2[CH:13]=[CH:12][C:11]([N:14]3[C:18](=[O:19])[CH2:17][CH2:16][C:15]3=[O:20])=[CH:10][C:9]=2[F:21])=[C:5]([O:24][CH3:25])[CH:4]=1)[CH3:2].[NH:26]1[CH2:31][CH2:30][O:29][CH2:28][CH2:27]1, predict the reaction product. The product is: [CH2:1]([C:3]1[CH:23]=[CH:22][C:6]([O:7][C:8]2[CH:13]=[CH:12][C:11]([NH:14][C:18](=[O:19])[CH2:17][CH2:16][C:15]([N:26]3[CH2:31][CH2:30][O:29][CH2:28][CH2:27]3)=[O:20])=[CH:10][C:9]=2[F:21])=[C:5]([O:24][CH3:25])[CH:4]=1)[CH3:2]. (9) Given the reactants [Cl-].[OH:2][C:3]1([C:9]#[C:10][Si:11]([CH3:14])([CH3:13])[CH3:12])[CH2:8][CH2:7][NH2+:6][CH2:5][CH2:4]1.C(Cl)CCl.[N:19]1([C:24]2[CH:29]=[CH:28][C:27]([CH2:30][C:31](O)=[O:32])=[CH:26][CH:25]=2)[CH:23]=[N:22][N:21]=[N:20]1.C(N(CC)CC)C, predict the reaction product. The product is: [OH:2][C:3]1([C:9]#[C:10][Si:11]([CH3:13])([CH3:12])[CH3:14])[CH2:8][CH2:7][N:6]([C:31](=[O:32])[CH2:30][C:27]2[CH:26]=[CH:25][C:24]([N:19]3[CH:23]=[N:22][N:21]=[N:20]3)=[CH:29][CH:28]=2)[CH2:5][CH2:4]1. (10) Given the reactants [NH2:1][C@@H:2]([CH3:32])[C:3]([NH:5][C@@H:6]1[C:12](=[O:13])[N:11]([CH2:14][C:15]2[C:24]3[C:19](=[CH:20][C:21]([Br:25])=[CH:22][CH:23]=3)[CH:18]=[CH:17][C:16]=2[O:26][CH3:27])[C:10]2[CH:28]=[CH:29][CH:30]=[CH:31][C:9]=2[CH2:8][CH2:7]1)=[O:4].[CH:33]1([CH:36]=O)[CH2:35][CH2:34]1, predict the reaction product. The product is: [Br:25][C:21]1[CH:20]=[C:19]2[C:24](=[CH:23][CH:22]=1)[C:15]([CH2:14][N:11]1[C:12](=[O:13])[C@@H:6]([NH:5][C:3](=[O:4])[C@@H:2]([NH:1][CH2:36][CH:33]3[CH2:35][CH2:34]3)[CH3:32])[CH2:7][CH2:8][C:9]3[CH:31]=[CH:30][CH:29]=[CH:28][C:10]1=3)=[C:16]([O:26][CH3:27])[CH:17]=[CH:18]2.